The task is: Predict the reactants needed to synthesize the given product.. This data is from Full USPTO retrosynthesis dataset with 1.9M reactions from patents (1976-2016). (1) Given the product [NH2:1][C:2]1[CH:3]=[C:4]([CH:8]=[C:9]([CH:18]=[CH2:19])[CH:10]=1)[C:5]([OH:7])=[O:6], predict the reactants needed to synthesize it. The reactants are: [NH2:1][C:2]1[CH:3]=[C:4]([CH:8]=[C:9](Br)[CH:10]=1)[C:5]([OH:7])=[O:6].B1(C=C)OB([CH:18]=[CH2:19])OB(C=C)O1.C1C=CN=CC=1.C(=O)([O-])[O-].[K+].[K+].O. (2) Given the product [CH3:23][C:24]1[CH:25]=[CH:26][C:27]2[N:36]([C:14]([CH:11]3[CH2:10][CH2:9][N:8]([C:5]4[CH:4]=[CH:3][C:2]([CH3:1])=[CH:7][N:6]=4)[CH2:13][CH2:12]3)=[O:16])[CH2:35][CH2:34][C:33]3[N:32]=[C:31]([N:37]4[CH2:38][CH2:39][O:40][CH2:41][CH2:42]4)[NH:30][C:29]=3[C:28]=2[CH:43]=1, predict the reactants needed to synthesize it. The reactants are: [CH3:1][C:2]1[CH:3]=[CH:4][C:5]([N:8]2[CH2:13][CH2:12][CH:11]([C:14]([OH:16])=O)[CH2:10][CH2:9]2)=[N:6][CH:7]=1.C(Cl)(=O)C(Cl)=O.[CH3:23][C:24]1[CH:25]=[CH:26][C:27]2[NH:36][CH2:35][CH2:34][C:33]3[N:32]=[C:31]([N:37]4[CH2:42][CH2:41][O:40][CH2:39][CH2:38]4)[NH:30][C:29]=3[C:28]=2[CH:43]=1.CC#N. (3) Given the product [C:12]([C:16]1[CH:17]=[CH:18][C:19]([O:25][CH2:26][O:27][CH2:28][CH2:29][O:30][CH3:31])=[C:20]([C:2]2[N:3]=[N:4][C:5]([C:8]([F:11])([F:10])[F:9])=[CH:6][CH:7]=2)[CH:21]=1)([CH3:15])([CH3:13])[CH3:14], predict the reactants needed to synthesize it. The reactants are: Cl[C:2]1[N:3]=[N:4][C:5]([C:8]([F:11])([F:10])[F:9])=[CH:6][CH:7]=1.[C:12]([C:16]1[CH:17]=[CH:18][C:19]([O:25][CH2:26][O:27][CH2:28][CH2:29][O:30][CH3:31])=[C:20](B(O)O)[CH:21]=1)([CH3:15])([CH3:14])[CH3:13].C(=O)([O-])[O-].[K+].[K+]. (4) The reactants are: [NH2:1][CH2:2][CH2:3][O:4][CH2:5][CH2:6][N:7]1[C:19]2[C:18]3[CH:17]=[CH:16][CH:15]=[CH:14][C:13]=3[N:12]=[C:11]([NH2:20])[C:10]=2[N:9]=[C:8]1[CH2:21][O:22][CH2:23][CH3:24].C(N(CC)CC)C.[C:32](Cl)(=[O:39])[C:33]1[CH:38]=[CH:37][CH:36]=[CH:35][CH:34]=1.O. Given the product [NH2:20][C:11]1[C:10]2[N:9]=[C:8]([CH2:21][O:22][CH2:23][CH3:24])[N:7]([CH2:6][CH2:5][O:4][CH2:3][CH2:2][NH:1][C:32](=[O:39])[C:33]3[CH:38]=[CH:37][CH:36]=[CH:35][CH:34]=3)[C:19]=2[C:18]2[CH:17]=[CH:16][CH:15]=[CH:14][C:13]=2[N:12]=1, predict the reactants needed to synthesize it. (5) Given the product [F:1][C:2]1[CH:3]=[C:4]([C:12]2[CH:20]=[C:19]([F:21])[CH:18]=[C:14]([C:15]([OH:17])=[O:16])[CH:13]=2)[CH:5]=[CH:6][CH:7]=1, predict the reactants needed to synthesize it. The reactants are: [F:1][C:2]1[CH:3]=[C:4](B(O)O)[CH:5]=[CH:6][CH:7]=1.Cl[C:12]1[CH:13]=[C:14]([CH:18]=[C:19]([F:21])[CH:20]=1)[C:15]([OH:17])=[O:16].C(=O)([O-])[O-].[K+].[K+]. (6) Given the product [CH:21]([C@H:20]1[CH2:19][O:18][C:17](=[O:24])[NH:16]1)([CH3:23])[CH3:22], predict the reactants needed to synthesize it. The reactants are: C(OC(=O)C[C@@H](C([N:16]1[C@@H:20]([CH:21]([CH3:23])[CH3:22])[CH2:19][O:18][C:17]1=[O:24])=O)CCCCC)(C)(C)C.OO.O[Li].O.[O-]S([O-])=O.[Na+].[Na+]. (7) Given the product [Cl:1][C:2]1[CH:10]=[CH:9][C:8]2[N:7](/[CH:33]=[C:34](\[C:36]3[CH:41]=[CH:40][C:39]([F:42])=[CH:38][C:37]=3[F:43])/[CH3:35])[C:6]3[CH2:11][CH2:12][N:13]([CH3:15])[CH2:14][C:5]=3[C:4]=2[CH:3]=1, predict the reactants needed to synthesize it. The reactants are: [Cl:1][C:2]1[CH:10]=[CH:9][C:8]2[NH:7][C:6]3[CH2:11][CH2:12][N:13]([CH3:15])[CH2:14][C:5]=3[C:4]=2[CH:3]=1.N1CCC[C@H]1C(O)=O.P([O-])([O-])([O-])=O.[K+].[K+].[K+].Br[CH:33]=[C:34]([C:36]1[CH:41]=[CH:40][C:39]([F:42])=[CH:38][C:37]=1[F:43])[CH3:35].